Predict the reactants needed to synthesize the given product. From a dataset of Full USPTO retrosynthesis dataset with 1.9M reactions from patents (1976-2016). (1) Given the product [C:33]([C:32]1[CH:31]=[C:30]2[C:29](=[CH:28][CH:27]=1)[C:39](=[O:40])[N:23]([C:22]1[CH:21]=[C:20]([C:10]3[N:11]=[C:12]([C:14]4[CH:15]=[CH:16][CH:17]=[CH:18][CH:19]=4)[N:13]=[C:8]([C:4]4[CH:3]=[C:2]([N:1]5[C:36](=[O:37])[C:30]6[C:29](=[CH:28][CH:27]=[C:32]([C:33]([OH:35])=[O:34])[CH:31]=6)[C:39]5=[O:40])[CH:7]=[CH:6][CH:5]=4)[CH:9]=3)[CH:26]=[CH:25][CH:24]=1)[C:36]2=[O:37])([OH:35])=[O:34], predict the reactants needed to synthesize it. The reactants are: [NH2:1][C:2]1[CH:3]=[C:4]([C:8]2[N:13]=[C:12]([C:14]3[CH:19]=[CH:18][CH:17]=[CH:16][CH:15]=3)[N:11]=[C:10]([C:20]3[CH:21]=[C:22]([CH:24]=[CH:25][CH:26]=3)[NH2:23])[CH:9]=2)[CH:5]=[CH:6][CH:7]=1.[CH:27]1[C:32]([C:33]([OH:35])=[O:34])=[CH:31][C:30]2[C:36](O[C:39](=[O:40])[C:29]=2[CH:28]=1)=[O:37]. (2) The reactants are: C1(OC2C=CC=CC=2)C=CC=CC=1.[Cl:14][C:15]1[CH:24]=[C:23]2[C:18]([C:19]([OH:28])=[C:20](C(O)=O)[CH:21]=[N:22]2)=[CH:17][C:16]=1[I:29]. Given the product [Cl:14][C:15]1[CH:24]=[C:23]2[C:18]([C:19]([OH:28])=[CH:20][CH:21]=[N:22]2)=[CH:17][C:16]=1[I:29], predict the reactants needed to synthesize it. (3) Given the product [C:1]([C:3]1[C:8]([O:9][CH3:10])=[CH:7][C:6]2[O:11][CH2:12][C:13]3[C:17]([C:18]([OH:20])=[O:19])=[N:16][N:15]([C:21]4[CH:25]=[CH:24][S:23][CH:22]=4)[C:14]=3[C:5]=2[CH:4]=1)(=[O:26])[NH2:2], predict the reactants needed to synthesize it. The reactants are: [C:1]([C:3]1[C:8]([O:9][CH3:10])=[CH:7][C:6]2[O:11][CH2:12][C:13]3[C:17]([C:18]([OH:20])=[O:19])=[N:16][N:15]([C:21]4[CH:25]=[CH:24][S:23][CH:22]=4)[C:14]=3[C:5]=2[CH:4]=1)#[N:2].[OH:26]O.[OH-].[Na+]. (4) Given the product [C:1]1([C:35]2[CH:36]=[CH:37][CH:38]=[CH:39][CH:40]=2)[CH:2]=[CH:3][C:4]([C:7]([N:9]2[CH2:10][CH2:11][N:12]([C:15]3[C:16]4[CH:32]=[C:31]([CH2:33][CH3:34])[S:30][C:17]=4[N:18]=[C:19]([NH:21][C:22](=[O:29])[CH2:23][CH2:24][C:25]([OH:27])=[O:26])[N:20]=3)[CH2:13][CH2:14]2)=[O:8])=[CH:5][CH:6]=1, predict the reactants needed to synthesize it. The reactants are: [C:1]1([C:35]2[CH:40]=[CH:39][CH:38]=[CH:37][CH:36]=2)[CH:6]=[CH:5][C:4]([C:7]([N:9]2[CH2:14][CH2:13][N:12]([C:15]3[C:16]4[CH:32]=[C:31]([CH2:33][CH3:34])[S:30][C:17]=4[N:18]=[C:19]([NH:21][C:22](=[O:29])[CH2:23][CH2:24][C:25]([O:27]C)=[O:26])[N:20]=3)[CH2:11][CH2:10]2)=[O:8])=[CH:3][CH:2]=1.[OH-].[Li+].CO.Cl. (5) Given the product [F:18][C:19]1[CH:24]=[CH:23][C:22]([O:25][C@H:26]2[CH2:29][C@H:28]([NH:30][CH2:15][C:9]3[C:10]4[N:11]([CH:12]=[CH:13][N:14]=4)[C:6]([CH2:5][O:4][CH2:3][O:2][CH3:1])=[CH:7][CH:8]=3)[CH2:27]2)=[CH:21][C:20]=1[C:31]([F:32])([F:33])[F:34], predict the reactants needed to synthesize it. The reactants are: [CH3:1][O:2][CH2:3][O:4][CH2:5][C:6]1[N:11]2[CH:12]=[CH:13][N:14]=[C:10]2[C:9]([CH:15]=O)=[CH:8][CH:7]=1.Cl.[F:18][C:19]1[CH:24]=[CH:23][C:22]([O:25][C@H:26]2[CH2:29][C@H:28]([NH2:30])[CH2:27]2)=[CH:21][C:20]=1[C:31]([F:34])([F:33])[F:32].CCN(C(C)C)C(C)C.C(O[BH-](OC(=O)C)OC(=O)C)(=O)C.[Na+]. (6) Given the product [Br:9][C:10]1[CH:11]=[C:12]([N:20]([CH3:18])[C:7]([NH:6][CH2:1][CH2:2][CH2:3][CH2:4][CH3:5])=[O:8])[CH:13]=[CH:14][CH:15]=1, predict the reactants needed to synthesize it. The reactants are: [CH2:1]([N:6]=[C:7]=[O:8])[CH2:2][CH2:3][CH2:4][CH3:5].[Br:9][C:10]1[CH:11]=[C:12](CN)[CH:13]=[CH:14][CH:15]=1.[CH2:18]([N:20](CC)CC)C.